From a dataset of Forward reaction prediction with 1.9M reactions from USPTO patents (1976-2016). Predict the product of the given reaction. Given the reactants [Cl:1][C:2]1[C:3]([N+:22]([O-])=O)=[CH:4][C:5]([O:10][CH2:11][C:12]2[C:17]([O:18][CH3:19])=[CH:16][CH:15]=[C:14]([F:20])[C:13]=2[F:21])=[C:6]([O:8][CH3:9])[CH:7]=1.O1CCCC1.[BH4-].[Na+].C(=O)([O-])O.[Na+], predict the reaction product. The product is: [Cl:1][C:2]1[CH:7]=[C:6]([O:8][CH3:9])[C:5]([O:10][CH2:11][C:12]2[C:17]([O:18][CH3:19])=[CH:16][CH:15]=[C:14]([F:20])[C:13]=2[F:21])=[CH:4][C:3]=1[NH2:22].